Dataset: Reaction yield outcomes from USPTO patents with 853,638 reactions. Task: Predict the reaction yield, written as a fraction of the theoretical maximum amount of product (1.0 means a 100% yield; for example, 0.34 means a 34% yield). The reactants are ClN1C(=O)CCC1=O.[CH3:9][C:10]1[CH:15]=[CH:14][CH:13]=[CH:12][C:11]=1[SH:16].[CH2:17]([O:19][C:20]([C:22]1[NH:23][C:24]2[C:29]([CH:30]=1)=[CH:28][C:27]([O:31][CH3:32])=[C:26]([O:33][CH3:34])[CH:25]=2)=[O:21])[CH3:18]. The catalyst is ClCCl. The product is [CH2:17]([O:19][C:20]([C:22]1[NH:23][C:24]2[C:29]([C:30]=1[S:16][C:11]1[CH:12]=[CH:13][CH:14]=[CH:15][C:10]=1[CH3:9])=[CH:28][C:27]([O:31][CH3:32])=[C:26]([O:33][CH3:34])[CH:25]=2)=[O:21])[CH3:18]. The yield is 0.660.